From a dataset of NCI-60 drug combinations with 297,098 pairs across 59 cell lines. Regression. Given two drug SMILES strings and cell line genomic features, predict the synergy score measuring deviation from expected non-interaction effect. (1) Drug 1: CC1=C2C(C(=O)C3(C(CC4C(C3C(C(C2(C)C)(CC1OC(=O)C(C(C5=CC=CC=C5)NC(=O)OC(C)(C)C)O)O)OC(=O)C6=CC=CC=C6)(CO4)OC(=O)C)OC)C)OC. Drug 2: C1CCC(C1)C(CC#N)N2C=C(C=N2)C3=C4C=CNC4=NC=N3. Cell line: SNB-75. Synergy scores: CSS=25.8, Synergy_ZIP=2.07, Synergy_Bliss=1.42, Synergy_Loewe=-38.9, Synergy_HSA=-1.27. (2) Drug 1: CC12CCC3C(C1CCC2O)C(CC4=C3C=CC(=C4)O)CCCCCCCCCS(=O)CCCC(C(F)(F)F)(F)F. Drug 2: C(CN)CNCCSP(=O)(O)O. Cell line: SF-268. Synergy scores: CSS=-0.441, Synergy_ZIP=1.27, Synergy_Bliss=3.77, Synergy_Loewe=0.458, Synergy_HSA=0.929. (3) Drug 1: CC1=C(C(CCC1)(C)C)C=CC(=CC=CC(=CC(=O)O)C)C. Drug 2: CC1C(C(CC(O1)OC2CC(OC(C2O)C)OC3=CC4=CC5=C(C(=O)C(C(C5)C(C(=O)C(C(C)O)O)OC)OC6CC(C(C(O6)C)O)OC7CC(C(C(O7)C)O)OC8CC(C(C(O8)C)O)(C)O)C(=C4C(=C3C)O)O)O)O. Cell line: SR. Synergy scores: CSS=55.3, Synergy_ZIP=15.4, Synergy_Bliss=14.7, Synergy_Loewe=-37.9, Synergy_HSA=8.84. (4) Drug 2: C1=CN(C=N1)CC(O)(P(=O)(O)O)P(=O)(O)O. Cell line: A549. Synergy scores: CSS=27.0, Synergy_ZIP=3.45, Synergy_Bliss=3.77, Synergy_Loewe=-13.5, Synergy_HSA=0.288. Drug 1: C1C(C(OC1N2C=NC3=C(N=C(N=C32)Cl)N)CO)O.